Dataset: HIV replication inhibition screening data with 41,000+ compounds from the AIDS Antiviral Screen. Task: Binary Classification. Given a drug SMILES string, predict its activity (active/inactive) in a high-throughput screening assay against a specified biological target. (1) The molecule is CC1(C)CC(Br)(Cc2ccccc2)C(=O)c2ccccc21. The result is 0 (inactive). (2) The drug is OCCCCCNc1cc(O)nc(O)n1. The result is 0 (inactive). (3) The molecule is [N-]=[N+]=Nc1c(Cc2ccccc2)c(=O)oc2ccccc12. The result is 0 (inactive). (4) The molecule is O=C(OCC1OCC(=O)C2(OC(=O)c3ccccc3)C3C=CC(C3)C12)c1ccccc1. The result is 0 (inactive).